Dataset: Forward reaction prediction with 1.9M reactions from USPTO patents (1976-2016). Task: Predict the product of the given reaction. Given the reactants C(OC(C1[C:12]2[NH:13][C:14]3[CH:15]=[C:16]([N:20]([CH2:28][C:29]4[CH:34]=[CH:33][CH:32]=[CH:31][CH:30]=4)[CH2:21][C:22]4[CH:27]=[CH:26][CH:25]=[CH:24][CH:23]=4)[CH:17]=[CH:18][C:19]=3[C:11]=2[C:10](C)(C)[CH2:9][NH:8]C=1)=O)C.C(Br)C1C=CC=CC=1.NC1C=C2C(C(CC#N)=CN2)=CC=1.C(=O)([O-])[O-].[K+].[K+].[I-].[Na+], predict the reaction product. The product is: [CH2:28]([N:20]([CH2:21][C:22]1[CH:27]=[CH:26][CH:25]=[CH:24][CH:23]=1)[C:16]1[CH:15]=[C:14]2[C:19]([C:11]([CH2:10][C:9]#[N:8])=[CH:12][NH:13]2)=[CH:18][CH:17]=1)[C:29]1[CH:30]=[CH:31][CH:32]=[CH:33][CH:34]=1.